This data is from Reaction yield outcomes from USPTO patents with 853,638 reactions. The task is: Predict the reaction yield, written as a fraction of the theoretical maximum amount of product (1.0 means a 100% yield; for example, 0.34 means a 34% yield). (1) The reactants are C([N-]C(C)C)(C)C.[Li+].[C:9]([O:13][C:14](=[O:25])[CH2:15][CH2:16][C:17]1([C:22]([OH:24])=[O:23])[CH2:21][CH2:20][CH2:19][CH2:18]1)([CH3:12])([CH3:11])[CH3:10].[CH3:26][O:27][CH2:28][CH2:29]I. The catalyst is O1CCCC1.CCCCCCC.C(C1C=CC=CC=1)C.COCCOC.CCCCCCC. The product is [C:9]([O:13][C:14]([CH:15]([CH2:29][CH2:28][O:27][CH3:26])[CH2:16][C:17]1([C:22]([OH:24])=[O:23])[CH2:21][CH2:20][CH2:19][CH2:18]1)=[O:25])([CH3:12])([CH3:10])[CH3:11]. The yield is 0.810. (2) The reactants are [Al+3].[Cl-].[Cl-].[Cl-].C(O[C:9](=[O:11])[CH3:10])(=O)C.[C:12]1([S:18]([N:21]2[C:29]3[C:24](=[CH:25][CH:26]=[CH:27][CH:28]=3)[CH2:23][CH2:22]2)(=[O:20])=[O:19])[CH:17]=[CH:16][CH:15]=[CH:14][CH:13]=1. The catalyst is C(Cl)Cl. The product is [C:12]1([S:18]([N:21]2[C:29]3[C:24](=[CH:25][C:26]([C:9](=[O:11])[CH3:10])=[CH:27][CH:28]=3)[CH2:23][CH2:22]2)(=[O:20])=[O:19])[CH:13]=[CH:14][CH:15]=[CH:16][CH:17]=1. The yield is 0.790.